Dataset: Catalyst prediction with 721,799 reactions and 888 catalyst types from USPTO. Task: Predict which catalyst facilitates the given reaction. (1) Reactant: [NH2:1][C:2]1[C:3]([C:7](Cl)=[N:8][OH:9])=[N:4][O:5][N:6]=1.[Br:11][C:12]1[CH:13]=[C:14]([CH:16]=[CH:17][C:18]=1[F:19])[NH2:15].C(=O)(O)[O-].[Na+]. Product: [NH2:1][C:2]1[C:3]([C:7](=[N:8][OH:9])[NH:15][C:14]2[CH:16]=[CH:17][C:18]([F:19])=[C:12]([Br:11])[CH:13]=2)=[N:4][O:5][N:6]=1. The catalyst class is: 6. (2) Reactant: C(O)(=O)C.[CH:5]([NH2:7])=[NH:6].CN(C)[CH:10]=[C:11]([N:20]1[CH2:25][CH2:24][N:23]([C:26]([O:28][C:29]([CH3:32])([CH3:31])[CH3:30])=[O:27])[CH2:22][CH2:21]1)[C:12](=O)[C:13]1[CH:18]=[CH:17][CH:16]=[CH:15][CH:14]=1. Product: [C:13]1([C:12]2[C:11]([N:20]3[CH2:25][CH2:24][N:23]([C:26]([O:28][C:29]([CH3:32])([CH3:31])[CH3:30])=[O:27])[CH2:22][CH2:21]3)=[CH:10][N:7]=[CH:5][N:6]=2)[CH:18]=[CH:17][CH:16]=[CH:15][CH:14]=1. The catalyst class is: 66. (3) Reactant: CON(C)[C:4](=[O:15])[C:5]1[CH:10]=[CH:9][C:8]([C:11]([F:14])([F:13])[F:12])=[N:7][CH:6]=1.[CH3:17][Mg]Br.C1(C)C=CC=CC=1.C1COCC1. Product: [F:12][C:11]([F:14])([F:13])[C:8]1[N:7]=[CH:6][C:5]([C:4](=[O:15])[CH3:17])=[CH:10][CH:9]=1. The catalyst class is: 7. (4) Reactant: [B-](F)(F)(F)F.[B-](F)(F)(F)F.C1[N+]2(CCl)CC[N+]([F:21])(CC2)C1.[CH:22]1([N:25]2[CH2:33][C:32]3[C:27](=[CH:28][CH:29]=[C:30]([C:34]4[C:42]5[C:37](=[N:38][C:39]([C:43]6[CH:48]=[C:47]([O:49][CH3:50])[CH:46]=[C:45]([O:51][CH3:52])[CH:44]=6)=[CH:40][CH:41]=5)[N:36]([CH:53]5[CH2:58][CH2:57][CH2:56][CH2:55][O:54]5)[N:35]=4)[CH:31]=3)[C:26]2=[O:59])[CH2:24][CH2:23]1. Product: [CH:22]1([N:25]2[CH2:33][C:32]3[C:27](=[CH:28][CH:29]=[C:30]([C:34]4[C:42]5[C:37](=[N:38][C:39]([C:43]6[CH:48]=[C:47]([O:49][CH3:50])[CH:46]=[C:45]([O:51][CH3:52])[C:44]=6[F:21])=[CH:40][CH:41]=5)[N:36]([CH:53]5[CH2:58][CH2:57][CH2:56][CH2:55][O:54]5)[N:35]=4)[CH:31]=3)[C:26]2=[O:59])[CH2:23][CH2:24]1. The catalyst class is: 10. (5) Reactant: [Si:1]([O:8][CH2:9][CH2:10][C@H:11]1[C:16]2[CH:17]=[CH:18][C:19]([NH2:21])=[CH:20][C:15]=2[CH2:14][CH2:13][O:12]1)([C:4]([CH3:7])([CH3:6])[CH3:5])([CH3:3])[CH3:2].C(N(CC)CC)C.[Cl:29][CH2:30][CH2:31][CH2:32][S:33](Cl)(=[O:35])=[O:34].[OH-].[Na+]. Product: [Si:1]([O:8][CH2:9][CH2:10][C@H:11]1[C:16]2[CH:17]=[CH:18][C:19]([NH:21][S:33]([CH2:32][CH2:31][CH2:30][Cl:29])(=[O:35])=[O:34])=[CH:20][C:15]=2[CH2:14][CH2:13][O:12]1)([C:4]([CH3:6])([CH3:7])[CH3:5])([CH3:3])[CH3:2]. The catalyst class is: 13. (6) Reactant: [Cl-].O[NH3+:3].[C:4](=[O:7])([O-])[OH:5].[Na+].CS(C)=O.[CH:13]1([C:19](=[O:49])[CH2:20][N:21]2[C:26](=[O:27])[C:25]3[CH:28]=[C:29]([CH2:31][CH3:32])[S:30][C:24]=3[N:23]([CH2:33][C:34]3[CH:39]=[CH:38][C:37]([C:40]4[C:41]([C:46]#[N:47])=[CH:42][CH:43]=[CH:44][CH:45]=4)=[CH:36][CH:35]=3)[C:22]2=[O:48])[CH2:18][CH2:17][CH2:16][CH2:15][CH2:14]1. The catalyst class is: 22. Product: [CH:13]1([C:19](=[O:49])[CH2:20][N:21]2[C:26](=[O:27])[C:25]3[CH:28]=[C:29]([CH2:31][CH3:32])[S:30][C:24]=3[N:23]([CH2:33][C:34]3[CH:35]=[CH:36][C:37]([C:40]4[CH:45]=[CH:44][CH:43]=[CH:42][C:41]=4[C:46]4[NH:3][C:4](=[O:7])[O:5][N:47]=4)=[CH:38][CH:39]=3)[C:22]2=[O:48])[CH2:18][CH2:17][CH2:16][CH2:15][CH2:14]1. (7) Reactant: [CH3:1][C:2]1[N:7]=[C:6]([N:8]2[C@@H:15]3[C@@H:10]([CH2:11][CH2:12][NH:13][CH2:14]3)[CH2:9]2)[CH:5]=[N:4][CH:3]=1.CC1C=C(C)N=C(N2[C@@H]3[C@@H](CCNC3)C2)N=1.[F:32][C:33]1[CH:41]=[CH:40][CH:39]=[C:38]([N:42]2[N:46]=[CH:45][CH:44]=[N:43]2)[C:34]=1[C:35](O)=[O:36].S1C=CC=C1C1C=CC=CC=1C(O)=O. Product: [F:32][C:33]1[CH:41]=[CH:40][CH:39]=[C:38]([N:42]2[N:46]=[CH:45][CH:44]=[N:43]2)[C:34]=1[C:35]([N:13]1[CH2:12][CH2:11][C@@H:10]2[C@@H:15]([N:8]([C:6]3[CH:5]=[N:4][CH:3]=[C:2]([CH3:1])[N:7]=3)[CH2:9]2)[CH2:14]1)=[O:36]. The catalyst class is: 2.